From a dataset of HIV replication inhibition screening data with 41,000+ compounds from the AIDS Antiviral Screen. Binary Classification. Given a drug SMILES string, predict its activity (active/inactive) in a high-throughput screening assay against a specified biological target. The molecule is C=CC(O)C#Cc1cnc(OC)nc1OC. The result is 0 (inactive).